This data is from Full USPTO retrosynthesis dataset with 1.9M reactions from patents (1976-2016). The task is: Predict the reactants needed to synthesize the given product. (1) Given the product [Cl:1][C:2]1[C:7]([C:8]2[C:13]([Cl:14])=[CH:12][C:11]([Cl:15])=[CH:10][N:9]=2)=[C:6]([NH:16][CH:17]([CH3:19])[CH3:18])[N:5]2[N:20]=[CH:21][C:22]([C:23]([OH:25])=[O:24])=[C:4]2[N:3]=1, predict the reactants needed to synthesize it. The reactants are: [Cl:1][C:2]1[C:7]([C:8]2[C:13]([Cl:14])=[CH:12][C:11]([Cl:15])=[CH:10][N:9]=2)=[C:6]([NH:16][CH:17]([CH3:19])[CH3:18])[N:5]2[N:20]=[CH:21][C:22]([C:23]([O:25]C)=[O:24])=[C:4]2[N:3]=1.[OH-].[K+].Cl. (2) Given the product [OH:24][CH2:2][CH:1]1[C:3]2[C:4](=[C:5]3[CH2:9][O:8][C:7](=[O:10])[C:6]3=[CH:11][CH:12]=2)[CH2:13][CH2:14][O:15]1, predict the reactants needed to synthesize it. The reactants are: [CH:1]([C:3]1[CH:12]=[CH:11][C:6]2[C:7](=[O:10])[O:8][CH2:9][C:5]=2[C:4]=1[CH2:13][CH2:14][OH:15])=[CH2:2].C1C=C(Cl)C=C(C(OO)=[O:24])C=1. (3) Given the product [Br:1][C@H:2]1[C@H:8]([OH:7])[C@H:5]([CH2:6][OH:9])[CH2:4][C@H:3]1[NH:10][C:11](=[O:17])[O:12][C:13]([CH3:15])([CH3:14])[CH3:16], predict the reactants needed to synthesize it. The reactants are: [Br:1][C@H:2]1[C@H:8]2[C@H:5]([C:6](=[O:9])[O:7]2)[CH2:4][C@H:3]1[NH:10][C:11](=[O:17])[O:12][C:13]([CH3:16])([CH3:15])[CH3:14].[BH4-].[Li+]. (4) Given the product [F:34][C:2]([F:1])([F:33])[CH2:3][CH2:4][CH:5]([NH:22][C:23]1[CH:24]=[CH:25][C:26]([C:27]([OH:29])=[O:28])=[CH:31][CH:32]=1)[C:6]1[CH:11]=[CH:10][C:9]([N:12]2[CH:20]=[C:19]3[C:14]([CH2:15][CH2:16][CH2:17][CH2:18]3)=[N:13]2)=[CH:8][C:7]=1[CH3:21], predict the reactants needed to synthesize it. The reactants are: [F:1][C:2]([F:34])([F:33])[CH2:3][CH2:4][CH:5]([NH:22][C:23]1[CH:32]=[CH:31][C:26]([C:27]([O:29]C)=[O:28])=[CH:25][CH:24]=1)[C:6]1[CH:11]=[CH:10][C:9]([N:12]2[CH:20]=[C:19]3[C:14]([CH2:15][CH2:16][CH2:17][CH2:18]3)=[N:13]2)=[CH:8][C:7]=1[CH3:21].[OH-].[Na+].Cl. (5) Given the product [CH2:22]=[CH:21][C:20]1[CH:15]=[CH:16][CH:17]=[CH:18][CH:19]=1.[C:7]([O:6][CH2:5][CH2:4][CH2:1][CH3:11])(=[O:10])[CH:8]=[CH2:9], predict the reactants needed to synthesize it. The reactants are: [C:1]([CH2:4][CH2:5][O:6][C:7](=[O:10])[CH:8]=[CH2:9])(O)=O.[CH2:11](S)CCC[CH2:15][CH2:16][CH2:17][CH2:18][CH2:19][CH2:20][CH2:21][CH3:22].S(OOS([O-])(=O)=O)([O-])(=O)=O.[NH4+].[NH4+].